Task: Predict the reactants needed to synthesize the given product.. Dataset: Full USPTO retrosynthesis dataset with 1.9M reactions from patents (1976-2016) (1) Given the product [N:21]1[CH:22]=[CH:23][CH:24]=[CH:25][C:20]=1[N:18]1[C:4]([OH:17])=[C:5]([CH2:14][CH2:15][CH3:16])[C:6]([C:7]2[CH:8]=[CH:9][CH:10]=[CH:11][CH:12]=2)=[N:19]1, predict the reactants needed to synthesize it. The reactants are: C(O[C:4](=[O:17])[CH:5]([CH2:14][CH2:15][CH3:16])[C:6](=O)[C:7]1[CH:12]=[CH:11][CH:10]=[CH:9][CH:8]=1)C.[NH:18]([C:20]1[CH:25]=[CH:24][CH:23]=[CH:22][N:21]=1)[NH2:19]. (2) Given the product [CH2:31]([N:9]1[C:10]2[C:16]3[CH:17]=[C:18]([N+:21]([O-:23])=[O:22])[CH:19]=[CH:20][C:15]=3[S:14][C:11]=2[C:12](=[O:13])[N:7]([OH:6])[C:8]1=[O:24])[C:32]1[CH:37]=[CH:36][CH:35]=[CH:34][CH:33]=1, predict the reactants needed to synthesize it. The reactants are: COC1C=C(OC)C=CC=1C[O:6][N:7]1[C:12](=[O:13])[C:11]2[S:14][C:15]3[CH:20]=[CH:19][C:18]([N+:21]([O-:23])=[O:22])=[CH:17][C:16]=3[C:10]=2[NH:9][C:8]1=[O:24].[CH2:31](Br)[C:32]1[CH:37]=[CH:36][CH:35]=[CH:34][CH:33]=1. (3) Given the product [Br:1][C:2]1[C:13]2[C:5](=[CH:6][C:7]([C:16]3[CH:21]=[CH:20][CH:19]=[CH:18][C:17]=3[Cl:22])=[C:8]3[C:12]=2[C:11](=[O:14])[NH:10][C:9]3=[O:15])[N:4]([CH2:23][CH2:24][CH2:25][OH:26])[C:3]=1[CH2:28][OH:29], predict the reactants needed to synthesize it. The reactants are: [Br:1][C:2]1[C:13]2[C:5](=[CH:6][C:7]([C:16]3[CH:21]=[CH:20][CH:19]=[CH:18][C:17]=3[Cl:22])=[C:8]3[C:12]=2[C:11](=[O:14])[NH:10][C:9]3=[O:15])[N:4]([CH2:23][CH2:24][CH2:25][O:26]C)[C:3]=1[CH:28]=[O:29].B(Br)(Br)Br. (4) Given the product [F:13][C:12]1[CH:11]=[CH:10][C:9]([S:14][C:15]([F:18])([F:16])[F:17])=[CH:8][C:7]=1[CH:3]=[O:2], predict the reactants needed to synthesize it. The reactants are: Cl.[O:2]1CCO[CH:3]1[C:7]1[CH:8]=[C:9]([S:14][C:15]([F:18])([F:17])[F:16])[CH:10]=[CH:11][C:12]=1[F:13].O1CCCC1. (5) Given the product [CH3:1][O:2][C:3]1[CH:4]=[C:5]([C:15]2[CH:21]=[CH:20][CH:19]=[C:17]([NH2:18])[CH:16]=2)[CH:6]=[CH:7][C:8]=1[O:9][CH3:10], predict the reactants needed to synthesize it. The reactants are: [CH3:1][O:2][C:3]1[CH:4]=[C:5](B(O)O)[CH:6]=[CH:7][C:8]=1[O:9][CH3:10].Br[C:15]1[CH:16]=[C:17]([CH:19]=[CH:20][CH:21]=1)[NH2:18].C([O-])([O-])=O.[Na+].[Na+]. (6) Given the product [NH2:11][C@@H:12]1[C:15](=[O:16])[NH:14][C@@H:13]1[CH2:17][N:18]1[N:22]=[C:21]2[CH2:23][N:24]([C:26]([O:28][C:29]([CH3:32])([CH3:31])[CH3:30])=[O:27])[CH2:25][C:20]2=[N:19]1, predict the reactants needed to synthesize it. The reactants are: C(OC([NH:11][C@@H:12]1[C:15](=[O:16])[NH:14][C@@H:13]1[CH2:17][N:18]1[N:22]=[C:21]2[CH2:23][N:24]([C:26]([O:28][C:29]([CH3:32])([CH3:31])[CH3:30])=[O:27])[CH2:25][C:20]2=[N:19]1)=O)C1C=CC=CC=1. (7) Given the product [ClH:40].[ClH:40].[CH3:25][O:24][CH2:23][CH2:22][O:21][C:20]1[C:15]([NH:14][C:12]([C:9]2[C:5]3[C:6](=[O:8])[NH:7][C:2]([CH3:39])([CH3:1])[CH2:3][C:4]=3[O:11][CH:10]=2)=[O:13])=[CH:16][CH:17]=[C:18]([N:26]2[CH2:27][CH2:28][NH:29][CH2:30][CH2:31]2)[N:19]=1, predict the reactants needed to synthesize it. The reactants are: [CH3:1][C:2]1([CH3:39])[NH:7][C:6](=[O:8])[C:5]2[C:9]([C:12]([NH:14][C:15]3[CH:16]=[CH:17][C:18]([N:26]4[CH2:31][CH2:30][N:29](C(OC(C)(C)C)=O)[CH2:28][CH2:27]4)=[N:19][C:20]=3[O:21][CH2:22][CH2:23][O:24][CH3:25])=[O:13])=[CH:10][O:11][C:4]=2[CH2:3]1.[ClH:40]. (8) Given the product [Cl-:15].[C:1]1([CH3:14])[CH:6]=[C:5]([CH3:7])[CH:4]=[C:3]([CH3:8])[C:2]=1[N+:9]1[CH:13]=[CH:12][N:11]([CH2:16][CH2:17][CH2:18][Si:19]([O:20][CH2:21][CH3:22])([O:26][CH2:27][CH3:28])[O:23][CH2:24][CH3:25])[CH:10]=1, predict the reactants needed to synthesize it. The reactants are: [C:1]1([CH3:14])[CH:6]=[C:5]([CH3:7])[CH:4]=[C:3]([CH3:8])[C:2]=1[N:9]1[CH:13]=[CH:12][N:11]=[CH:10]1.[Cl:15][CH2:16][CH2:17][CH2:18][Si:19]([O:26][CH2:27][CH3:28])([O:23][CH2:24][CH3:25])[O:20][CH2:21][CH3:22].